Dataset: Reaction yield outcomes from USPTO patents with 853,638 reactions. Task: Predict the reaction yield, written as a fraction of the theoretical maximum amount of product (1.0 means a 100% yield; for example, 0.34 means a 34% yield). (1) The reactants are [CH3:1][O:2][C:3]1[N:8]=[C:7]([OH:9])[CH:6]=[C:5](O)[N:4]=1.[S:11](O[S:11]([C:14]([F:17])([F:16])[F:15])(=[O:13])=[O:12])([C:14]([F:17])([F:16])[F:15])(=[O:13])=[O:12]. The catalyst is C(Cl)Cl. The product is [CH3:1][O:2][C:3]1[N:8]=[C:7]([O:9][S:11]([C:14]([F:17])([F:16])[F:15])(=[O:13])=[O:12])[CH:6]=[C:5]([S:11]([C:14]([F:17])([F:16])[F:15])(=[O:13])=[O:12])[N:4]=1. The yield is 0.240. (2) The reactants are [CH:1]([S:4][C:5]1[CH:15]=[CH:14][C:8]([C:9]([O:11][CH2:12][CH3:13])=[O:10])=[CH:7][CH:6]=1)([CH3:3])[CH3:2].OO.C([O-])([O-])=[O:19].[Na+].[Na+]. The catalyst is CC(O)=O. The product is [CH:1]([S:4]([C:5]1[CH:15]=[CH:14][C:8]([C:9]([O:11][CH2:12][CH3:13])=[O:10])=[CH:7][CH:6]=1)=[O:19])([CH3:2])[CH3:3]. The yield is 0.650.